This data is from Forward reaction prediction with 1.9M reactions from USPTO patents (1976-2016). The task is: Predict the product of the given reaction. (1) Given the reactants C(COC)OC.[Cl:7][C:8]1[CH:9]=[C:10]2[C:14](=[CH:15][CH:16]=1)[NH:13][C:12]([S:17]([N:20]1[CH2:25][CH2:24][N:23]([C:26]([C:28]3[N:33]=[CH:32][C:31]([C:34]4[CH:39]=[CH:38][N:37]=[CH:36][CH:35]=4)=[CH:30][N:29]=3)=O)[CH2:22][CH2:21]1)(=[O:19])=[O:18])=[CH:11]2.COC1C=CC(P2(SP(C3C=CC(OC)=CC=3)(=S)S2)=[S:49])=CC=1, predict the reaction product. The product is: [Cl:7][C:8]1[CH:9]=[C:10]2[C:14](=[CH:15][CH:16]=1)[NH:13][C:12]([S:17]([N:20]1[CH2:25][CH2:24][N:23]([C:26]([C:28]3[N:33]=[CH:32][C:31]([C:34]4[CH:39]=[CH:38][N:37]=[CH:36][CH:35]=4)=[CH:30][N:29]=3)=[S:49])[CH2:22][CH2:21]1)(=[O:19])=[O:18])=[CH:11]2. (2) Given the reactants [C:1]([O:5][C:6]([N:8]1[CH2:13][CH2:12][CH:11]([O:14][C:15]2[CH:20]=[CH:19][C:18]([NH:21][C:22]3[C:32]4[CH:31]=[C:30]([C:33]([O:35][CH3:36])=[O:34])[CH2:29][CH2:28][N:27](CC5C=CC(OC)=CC=5)[C:26]=4[N:25]=[CH:24][N:23]=3)=[CH:17][C:16]=2[Cl:46])[CH2:10][CH2:9]1)=[O:7])([CH3:4])([CH3:3])[CH3:2].FC(F)(F)C(O)=O, predict the reaction product. The product is: [C:1]([O:5][C:6]([N:8]1[CH2:9][CH2:10][CH:11]([O:14][C:15]2[CH:20]=[CH:19][C:18]([NH:21][C:22]3[C:32]4[CH:31]=[C:30]([C:33]([O:35][CH3:36])=[O:34])[CH2:29][CH2:28][NH:27][C:26]=4[N:25]=[CH:24][N:23]=3)=[CH:17][C:16]=2[Cl:46])[CH2:12][CH2:13]1)=[O:7])([CH3:4])([CH3:3])[CH3:2]. (3) Given the reactants [CH2:1]([N:3]([CH2:19][CH3:20])[CH2:4][CH2:5][N:6]1[CH2:11][CH2:10][C:9]2[NH:12][C:13]([CH:16]=O)=[C:14]([CH3:15])[C:8]=2[C:7]1=[O:18])[CH3:2].[F:21][C:22]1[CH:23]=[C:24]2[C:28](=[C:29]([NH:31][C:32](=[O:34])[CH3:33])[CH:30]=1)[NH:27][C:26](=[O:35])[CH2:25]2.NC1C=C(F)C=C2C=1NC(=O)C2, predict the reaction product. The product is: [CH2:1]([N:3]([CH2:19][CH3:20])[CH2:4][CH2:5][N:6]1[CH2:11][CH2:10][C:9]2[NH:12][C:13]([CH:16]=[C:25]3[C:24]4[C:28](=[C:29]([NH:31][C:32](=[O:34])[CH3:33])[CH:30]=[C:22]([F:21])[CH:23]=4)[NH:27][C:26]3=[O:35])=[C:14]([CH3:15])[C:8]=2[C:7]1=[O:18])[CH3:2]. (4) Given the reactants [NH2:1][CH2:2][CH:3]([NH:8][C:9](=[O:18])[O:10][CH2:11][C:12]1[CH:17]=[CH:16][CH:15]=[CH:14][CH:13]=1)[CH2:4][CH:5]([CH3:7])[CH3:6].[OH-].[Na+].[C:21](O[C:21]([O:23][C:24]([CH3:27])([CH3:26])[CH3:25])=[O:22])([O:23][C:24]([CH3:27])([CH3:26])[CH3:25])=[O:22].C(OCC)(=O)C, predict the reaction product. The product is: [CH2:11]([O:10][C:9]([NH:8][CH:3]([CH2:4][CH:5]([CH3:7])[CH3:6])[CH2:2][NH:1][C:21](=[O:22])[O:23][C:24]([CH3:27])([CH3:26])[CH3:25])=[O:18])[C:12]1[CH:17]=[CH:16][CH:15]=[CH:14][CH:13]=1. (5) The product is: [C:25]1([C:10]2[CH:15]=[CH:14][CH:13]=[C:12]([S:16]([C:19]3[CH:20]=[CH:21][CH:22]=[CH:23][CH:24]=3)(=[O:17])=[O:18])[N:11]=2)[CH:30]=[CH:29][CH:28]=[CH:27][CH:26]=1. Given the reactants C1(S([C:10]2[CH:15]=[CH:14][CH:13]=[C:12]([S:16]([C:19]3[CH:24]=[CH:23][CH:22]=[CH:21][CH:20]=3)(=[O:18])=[O:17])[N:11]=2)(=O)=O)C=CC=CC=1.[C:25]1([Mg]Br)[CH:30]=[CH:29][CH:28]=[CH:27][CH:26]=1, predict the reaction product. (6) Given the reactants [Cl:1][C:2]1[C:3]([NH:10][CH:11]2[CH2:16][CH2:15][CH:14]([C:17]3[CH:22]=[CH:21][CH:20]=[CH:19][CH:18]=3)[CH2:13][CH2:12]2)=[CH:4][N:5]=[N:6][C:7]=1[NH:8][NH2:9].C(=O)(O)[O-].[Na+].[F:28][C:29]([F:35])([F:34])[CH2:30][C:31](Cl)=[O:32], predict the reaction product. The product is: [Cl:1][C:2]1[C:3]([NH:10][CH:11]2[CH2:12][CH2:13][CH:14]([C:17]3[CH:22]=[CH:21][CH:20]=[CH:19][CH:18]=3)[CH2:15][CH2:16]2)=[CH:4][N:5]=[N:6][C:7]=1[NH:8][NH:9][C:31](=[O:32])[CH2:30][C:29]([F:35])([F:34])[F:28].